From a dataset of Reaction yield outcomes from USPTO patents with 853,638 reactions. Predict the reaction yield, written as a fraction of the theoretical maximum amount of product (1.0 means a 100% yield; for example, 0.34 means a 34% yield). (1) The reactants are C(OC([N:8]1[CH2:14][CH2:13][CH2:12][N:11]([C:15]2[CH:20]=[CH:19][C:18]([Cl:21])=[CH:17][CH:16]=2)[CH2:10][CH2:9]1)=O)(C)(C)C.Cl.O1CCOCC1. The catalyst is C(Cl)Cl. The product is [Cl:21][C:18]1[CH:17]=[CH:16][C:15]([N:11]2[CH2:12][CH2:13][CH2:14][NH:8][CH2:9][CH2:10]2)=[CH:20][CH:19]=1. The yield is 0.480. (2) The reactants are [CH:1](NC(C)C)(C)C.C([Li])CCC.[N+:13]([C:16]1[CH:21]=[CH:20][C:19]([NH:22][C@H:23]2[CH2:28][CH2:27][C@H:26]([O:29][CH2:30][C:31]([N:33]3[CH2:38][CH2:37][N:36]([C:39]4[CH:44]=[CH:43][C:42]([C:45]([F:48])([F:47])[F:46])=[CH:41][CH:40]=4)[CH2:35][CH2:34]3)=[O:32])[CH2:25][CH2:24]2)=[CH:18][C:17]=1[C:49]([F:52])([F:51])[F:50])([O-:15])=[O:14].C([N-]C(C)C)(C)C.[Li+].CI.[Cl-].[NH4+].Cl. The catalyst is O1CCCC1. The product is [N+:13]([C:16]1[CH:21]=[CH:20][C:19]([NH:22][C@H:23]2[CH2:28][CH2:27][C@H:26]([O:29][CH:30]([CH3:1])[C:31]([N:33]3[CH2:34][CH2:35][N:36]([C:39]4[CH:44]=[CH:43][C:42]([C:45]([F:46])([F:47])[F:48])=[CH:41][CH:40]=4)[CH2:37][CH2:38]3)=[O:32])[CH2:25][CH2:24]2)=[CH:18][C:17]=1[C:49]([F:52])([F:51])[F:50])([O-:15])=[O:14]. The yield is 0.520.